Dataset: Full USPTO retrosynthesis dataset with 1.9M reactions from patents (1976-2016). Task: Predict the reactants needed to synthesize the given product. (1) Given the product [Si:15]([O:28][C@@H:29]1[CH2:45][C:44]2[C@@:32]([CH3:49])([CH:33]3[CH:41]([CH2:42][CH:43]=2)[CH:40]2[C@@:36]([CH3:48])([C@@H:37]([C:46]4[N:7]=[N:8][NH:9][CH:47]=4)[CH2:38][CH2:39]2)[CH2:35][CH2:34]3)[CH2:31][CH2:30]1)([C:11]([CH3:13])([CH3:14])[CH3:12])([C:22]1[CH:27]=[CH:26][CH:25]=[CH:24][CH:23]=1)[C:16]1[CH:21]=[CH:20][CH:19]=[CH:18][CH:17]=1, predict the reactants needed to synthesize it. The reactants are: C=O.CC(O)=O.[N-:7]=[N+:8]=[N-:9].[Na+].[C:11]([Si:15]([O:28][C@@H:29]1[CH2:45][C:44]2[C@@:32]([CH3:49])([CH:33]3[CH:41]([CH2:42][CH:43]=2)[CH:40]2[C@@:36]([CH3:48])([C@@H:37]([C:46]#[CH:47])[CH2:38][CH2:39]2)[CH2:35][CH2:34]3)[CH2:31][CH2:30]1)([C:22]1[CH:27]=[CH:26][CH:25]=[CH:24][CH:23]=1)[C:16]1[CH:21]=[CH:20][CH:19]=[CH:18][CH:17]=1)([CH3:14])([CH3:13])[CH3:12].O=C1O[C@H]([C@H](CO)O)C([O-])=C1O.[Na+]. (2) Given the product [NH4+:3].[OH-:1].[O:1]=[C:2]1[N:6]([CH2:7][C:8]([NH:21][C:22]2[N:27]=[CH:26][C:25]3[CH2:28][C:29]4([CH2:39][C:24]=3[CH:23]=2)[C:37]2[C:32](=[N:33][CH:34]=[CH:35][CH:36]=2)[NH:31][C:30]4=[O:38])=[O:10])[C:5]2[CH:11]=[CH:12][CH:13]=[CH:14][C:4]=2[N:3]1[C:15]1[CH:20]=[CH:19][CH:18]=[CH:17][N:16]=1, predict the reactants needed to synthesize it. The reactants are: [O:1]=[C:2]1[N:6]([CH2:7][C:8]([OH:10])=O)[C:5]2[CH:11]=[CH:12][CH:13]=[CH:14][C:4]=2[N:3]1[C:15]1[CH:20]=[CH:19][CH:18]=[CH:17][N:16]=1.[NH2:21][C:22]1[N:27]=[CH:26][C:25]2[CH2:28][C:29]3([CH2:39][C:24]=2[CH:23]=1)[C:37]1[C:32](=[N:33][CH:34]=[CH:35][CH:36]=1)[NH:31][C:30]3=[O:38].CN(C(ON1N=NC2C=CC=NC1=2)=[N+](C)C)C.F[P-](F)(F)(F)(F)F.CN1CCOCC1.